This data is from Catalyst prediction with 721,799 reactions and 888 catalyst types from USPTO. The task is: Predict which catalyst facilitates the given reaction. Reactant: [Cl:1][C:2]1[CH:3]=[C:4]2[C:9](=[CH:10][CH:11]=1)[CH:8]=[C:7]([S:12]([CH2:15][CH2:16][C:17]([N:19]1[CH2:24][CH2:23][CH:22]([NH:25][CH2:26][C:27]3[N:31]([C:32](C4C=CC=CC=4)(C4C=CC=CC=4)C4C=CC=CC=4)[CH:30]=[N:29][C:28]=3[CH3:51])[CH2:21][CH2:20]1)=[O:18])(=[O:14])=[O:13])[CH:6]=[CH:5]2.C(=O)([O-])[O-:53].[K+].[K+]. Product: [Cl:1][C:2]1[CH:11]=[C:10]2[C:9](=[CH:4][CH:3]=1)[CH:8]=[C:7]([S:12]([CH2:15][CH2:16][C:17]([N:19]1[CH2:24][CH2:23][CH:22]([N:25]3[CH2:26][C:27]4=[C:28]([CH3:51])[N:29]=[CH:30][N:31]4[C:32]3=[O:53])[CH2:21][CH2:20]1)=[O:18])(=[O:13])=[O:14])[CH:6]=[CH:5]2. The catalyst class is: 33.